From a dataset of Forward reaction prediction with 1.9M reactions from USPTO patents (1976-2016). Predict the product of the given reaction. (1) Given the reactants [CH3:1][O:2][C:3]1[CH:4]=[C:5]([NH:9][C:10](=[O:30])[O:11][CH2:12][C@H:13]2[CH2:17][C@@H:16]([NH:18][S:19]([C:22]3[CH:27]=[C:26]([Br:28])[CH:25]=[CH:24][C:23]=3[Br:29])(=[O:21])=[O:20])[CH2:15][NH:14]2)[CH:6]=[CH:7][CH:8]=1.Br[C:32]#[N:33].C(O)C(N)(CO)CO, predict the reaction product. The product is: [CH3:1][O:2][C:3]1[CH:4]=[C:5]([NH:9][C:10](=[O:30])[O:11][CH2:12][C@H:13]2[CH2:17][C@@H:16]([NH:18][S:19]([C:22]3[CH:27]=[C:26]([Br:28])[CH:25]=[CH:24][C:23]=3[Br:29])(=[O:20])=[O:21])[CH2:15][N:14]2[C:32]#[N:33])[CH:6]=[CH:7][CH:8]=1. (2) Given the reactants [O:1]=[C:2]1[C:10]2([CH2:14][O:13][C:12]3[CH:15]=[C:16]4[C:20](=[CH:21][C:11]2=3)[CH2:19][CH2:18][O:17]4)[C:9]2[C:4](=[CH:5][CH:6]=[CH:7][CH:8]=2)[N:3]1[CH2:22][C:23]1[CH:24]=[C:25]([CH:30]=[CH:31][CH:32]=1)[C:26]([O:28]C)=[O:27].O.[OH-].[Li+], predict the reaction product. The product is: [O:1]=[C:2]1[C:10]2([CH2:14][O:13][C:12]3[CH:15]=[C:16]4[C:20](=[CH:21][C:11]2=3)[CH2:19][CH2:18][O:17]4)[C:9]2[C:4](=[CH:5][CH:6]=[CH:7][CH:8]=2)[N:3]1[CH2:22][C:23]1[CH:24]=[C:25]([CH:30]=[CH:31][CH:32]=1)[C:26]([OH:28])=[O:27]. (3) Given the reactants [NH2:1][C:2]1[C:10]([C:11]([F:14])([F:13])[F:12])=[CH:9][CH:8]=[CH:7][C:3]=1[C:4]([OH:6])=O.N1[CH:19]=[CH:18]N=C1.C(Cl)(=O)C.Cl.[NH2:25][CH:26]1[CH2:31][CH2:30][C:29](=[O:32])[NH:28][C:27]1=[O:33].P(OC1C=CC=CC=1)(OC1C=CC=CC=1)OC1C=CC=CC=1, predict the reaction product. The product is: [CH3:18][C:19]1[N:25]([CH:26]2[CH2:31][CH2:30][C:29](=[O:32])[NH:28][C:27]2=[O:33])[C:4](=[O:6])[C:3]2[C:2](=[C:10]([C:11]([F:14])([F:13])[F:12])[CH:9]=[CH:8][CH:7]=2)[N:1]=1. (4) Given the reactants CC1(C)[O:6][C@@H:5]([CH2:7][O:8][NH:9][C:10]([C:12]2[CH:13]=[C:14]([F:30])[C:15]3[N:16]([CH:27]=[N:28][CH:29]=3)[C:17]=2[NH:18][C:19]2[CH:24]=[CH:23][C:22]([I:25])=[CH:21][C:20]=2[F:26])=[O:11])[CH2:4][O:3]1.Cl.O1CCOCC1, predict the reaction product. The product is: [OH:6][C@H:5]([CH2:4][OH:3])[CH2:7][O:8][NH:9][C:10]([C:12]1[CH:13]=[C:14]([F:30])[C:15]2[N:16]([CH:27]=[N:28][CH:29]=2)[C:17]=1[NH:18][C:19]1[CH:24]=[CH:23][C:22]([I:25])=[CH:21][C:20]=1[F:26])=[O:11]. (5) Given the reactants Cl.[N:2]1([C:8]2([C:11]([OH:13])=O)[CH2:10][CH2:9]2)[CH2:7][CH2:6][O:5][CH2:4][CH2:3]1.CN(C=O)C.C(Cl)(=O)C(Cl)=O.[NH2:25][C:26]1[CH:27]=[C:28]([CH:44]=[CH:45][C:46]=1[O:47][C:48]([F:51])([F:50])[F:49])[C:29]([NH:31][C:32]1[CH:37]=[CH:36][C:35]([C:38]2[CH:43]=[CH:42][CH:41]=[CH:40][CH:39]=2)=[CH:34][CH:33]=1)=[O:30].C(N(CC)CC)C, predict the reaction product. The product is: [C:35]1([C:38]2[CH:39]=[CH:40][CH:41]=[CH:42][CH:43]=2)[CH:34]=[CH:33][C:32]([NH:31][C:29](=[O:30])[C:28]2[CH:44]=[CH:45][C:46]([O:47][C:48]([F:51])([F:50])[F:49])=[C:26]([NH:25][C:11]([C:8]3([N:2]4[CH2:3][CH2:4][O:5][CH2:6][CH2:7]4)[CH2:9][CH2:10]3)=[O:13])[CH:27]=2)=[CH:37][CH:36]=1. (6) Given the reactants [F:1][C:2]1[CH:46]=[CH:45][C:44]([F:47])=[CH:43][C:3]=1[C:4]([NH:6][C:7]1[CH:12]=[CH:11][CH:10]=[C:9]([C:13]2[C:21]([C:22]3[CH:27]=[CH:26][N:25]=[C:24]([NH:28][C:29]4[CH:34]=[CH:33][CH:32]=[C:31]([CH2:35][NH:36]C(=O)C(F)(F)F)[CH:30]=4)[N:23]=3)=[C:16]3[CH:17]=[CH:18][CH:19]=[CH:20][N:15]3[N:14]=2)[CH:8]=1)=[O:5].O[Li].O, predict the reaction product. The product is: [NH2:36][CH2:35][C:31]1[CH:30]=[C:29]([NH:28][C:24]2[N:23]=[C:22]([C:21]3[C:13]([C:9]4[CH:8]=[C:7]([NH:6][C:4](=[O:5])[C:3]5[CH:43]=[C:44]([F:47])[CH:45]=[CH:46][C:2]=5[F:1])[CH:12]=[CH:11][CH:10]=4)=[N:14][N:15]4[CH:20]=[CH:19][CH:18]=[CH:17][C:16]=34)[CH:27]=[CH:26][N:25]=2)[CH:34]=[CH:33][CH:32]=1. (7) Given the reactants [NH2:1][C:2]1[CH:7]=[C:6]([C:8]2[CH:13]=[CH:12][C:11]([Cl:14])=[C:10]([O:15][CH3:16])[C:9]=2[F:17])[N:5]=[C:4]([C:18]([OH:20])=[O:19])[C:3]=1[Cl:21].[H-].[Na+].[Cl:24][C:25]1[CH:30]=[C:29]([Cl:31])[CH:28]=[CH:27][C:26]=1[CH2:32]Cl.O, predict the reaction product. The product is: [NH2:1][C:2]1[CH:7]=[C:6]([C:8]2[CH:13]=[CH:12][C:11]([Cl:14])=[C:10]([O:15][CH3:16])[C:9]=2[F:17])[N:5]=[C:4]([C:18]([O:20][CH2:32][C:26]2[CH:27]=[CH:28][C:29]([Cl:31])=[CH:30][C:25]=2[Cl:24])=[O:19])[C:3]=1[Cl:21]. (8) The product is: [C:25]([C@H:2]1[CH2:19][CH2:18][C@@:17]2([CH3:20])[C:4](=[CH:5][C:6](=[O:22])[C@@H:7]3[C@@H:16]2[CH2:15][CH2:14][C@@:12]2([CH3:13])[C@H:8]3[CH2:9][CH2:10][C@@H:11]2[C:25]([O:24][CH3:23])=[O:26])[CH2:3]1)([O:24][CH3:23])=[O:26]. Given the reactants O[C@H:2]1[CH2:19][CH2:18][C@@:17]2([CH3:20])[C:4](=[CH:5][C:6](=[O:22])[C@@H:7]3[C@@H:16]2[CH2:15][CH2:14][C@@:12]2([CH3:13])[C@H:8]3[CH2:9][CH2:10][C@@H:11]2O)[CH2:3]1.[CH3:23][O:24][C:25](Cl)=[O:26], predict the reaction product.